This data is from Forward reaction prediction with 1.9M reactions from USPTO patents (1976-2016). The task is: Predict the product of the given reaction. (1) Given the reactants C([C:3]1[CH:4]=[CH:5][C:6]2[C:10]3[CH:11]=[CH:12]C=[CH:14][C:9]=3[O:8][C:7]=2[CH:15]=1)#N.Cl.[NH2:17][OH:18].C([N:21]([CH2:24][CH3:25])CC)C.O, predict the reaction product. The product is: [OH:18][N:17]=[C:24]([C:25]1[CH:12]=[CH:11][C:10]2[C:6]3[CH:5]=[CH:4][CH:3]=[CH:15][C:7]=3[O:8][C:9]=2[CH:14]=1)[NH2:21]. (2) Given the reactants [Cl:1][C:2]1[CH:3]=[CH:4][C:5]([CH:8]=[O:9])=[N:6][CH:7]=1.[F:10][C:11]([Si](C)(C)C)([F:13])[F:12].CCCC[N+](CCCC)(CCCC)CCCC.[F-], predict the reaction product. The product is: [Cl:1][C:2]1[CH:3]=[CH:4][C:5]([CH:8]([OH:9])[C:11]([F:13])([F:12])[F:10])=[N:6][CH:7]=1. (3) Given the reactants [CH3:1][O:2][C:3](=[O:19])[C:4]([NH2:18])([CH3:17])[CH2:5][C:6]1[C:14]2[C:9](=[CH:10][CH:11]=[C:12]([O:15][CH3:16])[CH:13]=2)[NH:8][CH:7]=1.[CH:20](=O)[C:21]1[CH:26]=[CH:25][CH:24]=[CH:23][CH:22]=1.FC(F)(F)C(O)=O.C(=O)([O-])O.[Na+], predict the reaction product. The product is: [CH3:1][O:2][C:3]([C:4]1([CH3:17])[CH2:5][C:6]2[C:14]3[C:9](=[CH:10][CH:11]=[C:12]([O:15][CH3:16])[CH:13]=3)[NH:8][C:7]=2[CH:20]([C:21]2[CH:26]=[CH:25][CH:24]=[CH:23][CH:22]=2)[NH:18]1)=[O:19]. (4) Given the reactants [CH2:1]1[C:6](=[O:7])[N:5]([O:8][C:9]([CH2:11][CH2:12][S:13][S:14][C:15]2[N:20]=[CH:19][CH:18]=[CH:17][CH:16]=2)=[O:10])[C:3](=[O:4])[CH2:2]1.[CH2:21]([SH:28])[C@@H:22]([OH:27])[C@H:23]([OH:26])[CH2:24][SH:25].C1C(CN2C(=O)C=CC2=O)CCC(C(ON2C(=O)CCC2=O)=O)C1, predict the reaction product. The product is: [CH2:1]1[C:6](=[O:7])[N:5]([O:8][C:9]([CH2:11][CH2:12][S:13][S:14][C:15]2[N:20]=[CH:19][CH:18]=[CH:17][CH:16]=2)=[O:10])[C:3](=[O:4])[CH2:2]1.[CH2:21]([SH:28])[C@@H:22]([OH:27])[C@H:23]([OH:26])[CH2:24][SH:25].